This data is from Catalyst prediction with 721,799 reactions and 888 catalyst types from USPTO. The task is: Predict which catalyst facilitates the given reaction. Reactant: [NH2:1][C:2]1[C:3]([OH:21])=[C:4]([CH3:20])[C:5]2[CH2:11][CH2:10][N:9]([C:12]([O:14][C:15]([CH3:18])([CH3:17])[CH3:16])=[O:13])[CH2:8][CH2:7][C:6]=2[CH:19]=1.[C:22](OC)(OC)(OC)[CH3:23].C1(C)C=CC(S([O-])(=O)=O)=CC=1.[NH+]1C=CC=CC=1. Product: [CH3:22][C:23]1[O:21][C:3]2[C:2]([N:1]=1)=[CH:19][C:6]1[CH2:7][CH2:8][N:9]([C:12]([O:14][C:15]([CH3:17])([CH3:18])[CH3:16])=[O:13])[CH2:10][CH2:11][C:5]=1[C:4]=2[CH3:20]. The catalyst class is: 3.